Predict the product of the given reaction. From a dataset of Forward reaction prediction with 1.9M reactions from USPTO patents (1976-2016). (1) Given the reactants [N+:1]([C:4]1[C:5]([CH:14]([C:16]2[CH:21]=[CH:20][C:19]([O:22][C:23]([F:26])([F:25])[F:24])=[CH:18][CH:17]=2)[OH:15])=[CH:6][CH:7]=[C:8]2[C:13]=1[N:12]=[CH:11][CH:10]=[CH:9]2)([O-:3])=[O:2], predict the reaction product. The product is: [N+:1]([C:4]1[C:5]([C:14]([C:16]2[CH:17]=[CH:18][C:19]([O:22][C:23]([F:26])([F:24])[F:25])=[CH:20][CH:21]=2)=[O:15])=[CH:6][CH:7]=[C:8]2[C:13]=1[N:12]=[CH:11][CH:10]=[CH:9]2)([O-:3])=[O:2]. (2) Given the reactants Br[C:2]1[CH:3]=[CH:4][C:5]2[N:9]=[CH:8][N:7]([C:10]3[CH:15]=[CH:14][C:13]([F:16])=[CH:12][CH:11]=3)[C:6]=2[CH:17]=1.[C:18]1([CH3:32])[CH:23]=[CH:22][C:21]([N:24]2[C:28](B(O)O)=[CH:27][CH:26]=[N:25]2)=[CH:20][CH:19]=1, predict the reaction product. The product is: [F:16][C:13]1[CH:14]=[CH:15][C:10]([N:7]2[C:6]3[CH:17]=[C:2]([C:28]4[N:24]([C:21]5[CH:22]=[CH:23][C:18]([CH3:32])=[CH:19][CH:20]=5)[N:25]=[CH:26][CH:27]=4)[CH:3]=[CH:4][C:5]=3[N:9]=[CH:8]2)=[CH:11][CH:12]=1.